This data is from Full USPTO retrosynthesis dataset with 1.9M reactions from patents (1976-2016). The task is: Predict the reactants needed to synthesize the given product. (1) Given the product [Cl:1][C:2]1[CH:3]=[C:4]([C:5]2[C:6]([C:13]3[CH:18]=[CH:17][C:16]([C:19]4[CH:24]=[CH:23][CH:22]=[C:21]([O:25][CH2:26][CH3:27])[CH:20]=4)=[CH:15][CH:14]=3)=[CH:7][NH:31][N:30]=2)[C:9]([OH:8])=[CH:10][C:11]=1[OH:12], predict the reactants needed to synthesize it. The reactants are: [Cl:1][C:2]1[CH:3]=[C:4]2[C:9](=[CH:10][C:11]=1[OH:12])[O:8][CH:7]=[C:6]([C:13]1[CH:18]=[CH:17][C:16]([C:19]3[CH:24]=[CH:23][CH:22]=[C:21]([O:25][CH2:26][CH3:27])[CH:20]=3)=[CH:15][CH:14]=1)[C:5]2=O.O.[NH2:30][NH2:31]. (2) The reactants are: Cl[C:2]1[C:11]2[C:6](=[CH:7][C:8]([C:12]([N:14]3[CH2:18][CH2:17][CH:16]([NH:19]C(OC(C)(C)C)=O)[CH2:15]3)=[O:13])=[CH:9][CH:10]=2)[N:5]=[CH:4][N:3]=1.[NH2:27][CH2:28][C:29]1[CH:30]=[C:31]([CH:35]=[CH:36][CH:37]=1)[C:32]([NH2:34])=[NH:33].C(N(C(C)C)CC)(C)C.FC(F)(F)C(O)=O. Given the product [NH2:19][CH:16]1[CH2:17][CH2:18][N:14]([C:12]([C:8]2[CH:7]=[C:6]3[C:11]([C:2]([NH:27][CH2:28][C:29]4[CH:30]=[C:31]([CH:35]=[CH:36][CH:37]=4)[C:32]([NH2:34])=[NH:33])=[N:3][CH:4]=[N:5]3)=[CH:10][CH:9]=2)=[O:13])[CH2:15]1, predict the reactants needed to synthesize it. (3) The reactants are: [F:1][C:2]1[CH:3]=[C:4]([CH:16]=[CH:17][CH:18]=1)[O:5][C:6]1[CH:13]=[CH:12][C:11]([CH2:14][OH:15])=[CH:10][C:7]=1[C:8]#[N:9].Cl[C:20]1[CH:32]=[C:24]2[N:25]([CH3:31])[C:26]([CH3:30])([CH3:29])[CH2:27][CH2:28][N:23]2[C:22](=[O:33])[N:21]=1. Given the product [F:1][C:2]1[CH:3]=[C:4]([CH:16]=[CH:17][CH:18]=1)[O:5][C:6]1[CH:13]=[CH:12][C:11]([CH2:14][O:15][C:20]2[CH:32]=[C:24]3[N:25]([CH3:31])[C:26]([CH3:30])([CH3:29])[CH2:27][CH2:28][N:23]3[C:22](=[O:33])[N:21]=2)=[CH:10][C:7]=1[C:8]#[N:9], predict the reactants needed to synthesize it. (4) Given the product [CH3:1][O:2][N:3]=[C:23]1[C:16]2[C:17](=[N:18][CH:19]=[CH:20][C:15]=2[C:14]([F:26])([F:25])[F:13])[O:21][CH2:22]1, predict the reactants needed to synthesize it. The reactants are: [CH3:1][O:2][N:3]=C1C2C=CN=NC=2OC1.[F:13][C:14]([F:26])([F:25])[C:15]1[CH:20]=[CH:19][N:18]=[C:17]2[O:21][CH2:22][C:23](=O)[C:16]=12. (5) Given the product [C:29]([N:22]1[CH2:23][CH2:24][C:25]([CH3:27])([CH3:28])[CH2:26][C:19]2[CH:18]=[C:15]3[C:16]4[CH:17]=[C:8]([C@@H:6]5[O:7][C:38]([CH3:43])([CH3:39])[O:36][C@H:5]5[C:4]([O:3][CH2:1][CH3:2])=[O:37])[C:9]([O:34][CH3:35])=[CH:10][C:11]=4[CH2:12][CH2:13][N:14]3[C:20]=2[C:21]1=[O:33])([CH3:30])([CH3:31])[CH3:32], predict the reactants needed to synthesize it. The reactants are: [CH2:1]([O:3][C:4](=[O:37])[C@H:5]([OH:36])[C@H:6]([C:8]1[C:9]([O:34][CH3:35])=[CH:10][C:11]2[CH2:12][CH2:13][N:14]3[C:20]4[C:21](=[O:33])[N:22]([C:29]([CH3:32])([CH3:31])[CH3:30])[CH2:23][CH2:24][C:25]([CH3:28])([CH3:27])[CH2:26][C:19]=4[CH:18]=[C:15]3[C:16]=2[CH:17]=1)[OH:7])[CH3:2].[C:38]1(C)[CH:43]=CC(S(O)(=O)=O)=C[CH:39]=1.C(N(CC)CC)C. (6) Given the product [Cl:18][C:19]1[C:24]([F:25])=[CH:23][CH:22]=[C:21]([Cl:26])[C:20]=1[C@H:27]([O:29][C:30]1[CH:35]=[C:34]([C:2]2[CH:7]=[N:6][C:5]([N:8]3[CH2:13][CH2:12][N:11]([CH3:14])[CH2:10][C@@H:9]3[CH3:15])=[CH:4][C:3]=2[O:16][CH3:17])[CH:33]=[N:32][C:31]=1[NH2:45])[CH3:28], predict the reactants needed to synthesize it. The reactants are: Br[C:2]1[C:3]([O:16][CH3:17])=[CH:4][C:5]([N:8]2[CH2:13][CH2:12][N:11]([CH3:14])[CH2:10][C@@H:9]2[CH3:15])=[N:6][CH:7]=1.[Cl:18][C:19]1[C:24]([F:25])=[CH:23][CH:22]=[C:21]([Cl:26])[C:20]=1[C@H:27]([O:29][C:30]1[C:31]([NH2:45])=[N:32][CH:33]=[C:34](B2OC(C)(C)C(C)(C)O2)[CH:35]=1)[CH3:28].